Dataset: Forward reaction prediction with 1.9M reactions from USPTO patents (1976-2016). Task: Predict the product of the given reaction. (1) Given the reactants C(OC([NH:8][C@H:9]([CH2:14][C:15]1[CH:20]=[C:19]([F:21])[C:18]([F:22])=[CH:17][C:16]=1[F:23])[CH2:10][C:11]([OH:13])=O)=O)(C)(C)C.C(Cl)C[Cl:26].C1C=CC2N(O)N=NC=2C=1.Cl.[CH3:39][CH:40]1[NH:46][CH2:45][CH2:44][CH2:43][N:42]2[C:47]([C:50]([F:53])([F:52])[F:51])=[N:48][N:49]=[C:41]12, predict the reaction product. The product is: [ClH:26].[NH2:8][C@H:9]([CH2:14][C:15]1[CH:20]=[C:19]([F:21])[C:18]([F:22])=[CH:17][C:16]=1[F:23])[CH2:10][C:11]([N:46]1[CH2:45][CH2:44][CH2:43][N:42]2[C:47]([C:50]([F:53])([F:51])[F:52])=[N:48][N:49]=[C:41]2[CH:40]1[CH3:39])=[O:13]. (2) Given the reactants [C:1]([C:5]1[O:9][N:8]=[C:7]([C:10]2[CH:15]=[CH:14][C:13]([C:16]3[S:20][C:19]([CH2:21][O:22][C:23]4[CH:28]=[CH:27][C:26]([CH2:29][C@H:30]([O:34][CH2:35][CH3:36])[C:31]([OH:33])=[O:32])=[CH:25][CH:24]=4)=[C:18]([CH3:37])[CH:17]=3)=[CH:12][CH:11]=2)[CH:6]=1)([CH3:4])([CH3:3])[CH3:2].[Li+:38].C(C(CCCC)C([O-])=O)C, predict the reaction product. The product is: [C:1]([C:5]1[O:9][N:8]=[C:7]([C:10]2[CH:11]=[CH:12][C:13]([C:16]3[S:20][C:19]([CH2:21][O:22][C:23]4[CH:24]=[CH:25][C:26]([CH2:29][C@H:30]([O:34][CH2:35][CH3:36])[C:31]([O-:33])=[O:32])=[CH:27][CH:28]=4)=[C:18]([CH3:37])[CH:17]=3)=[CH:14][CH:15]=2)[CH:6]=1)([CH3:4])([CH3:3])[CH3:2].[Li+:38]. (3) Given the reactants [Cl:1][C:2]1[CH:3]=[CH:4][CH:5]=[C:6]2[C:10]=1[NH:9][CH:8]=[C:7]2[CH:11]1[CH2:16][CH2:15][N:14]([CH2:17][CH2:18][C:19]2[CH:24]=[C:23]([NH2:25])[CH:22]=[CH:21][C:20]=2[CH3:26])[CH2:13][CH2:12]1.[S:27]1[C:31]([C:32](Cl)=[O:33])=[CH:30][N:29]=[N:28]1, predict the reaction product. The product is: [CH3:26][C:20]1[CH:21]=[CH:22][C:23]([NH:25][C:32]([C:31]2[S:27][N:28]=[N:29][CH:30]=2)=[O:33])=[CH:24][C:19]=1[CH2:18][CH2:17][N:14]1[CH2:13][CH2:12][CH:11]([C:7]2[C:6]3[C:10](=[C:2]([Cl:1])[CH:3]=[CH:4][CH:5]=3)[NH:9][CH:8]=2)[CH2:16][CH2:15]1.